Task: Predict which catalyst facilitates the given reaction.. Dataset: Catalyst prediction with 721,799 reactions and 888 catalyst types from USPTO (1) Reactant: [Br:1][C:2]1[N:6]2[CH:7]=[CH:8][CH:9]=[CH:10][C:5]2=[C:4]([CH:11]=O)[N:3]=1.Cl.[F:14][C:15]1([F:21])[CH2:20][CH2:19][NH:18][CH2:17][CH2:16]1.C(O[BH-](OC(=O)C)OC(=O)C)(=O)C.[Na+].C([O-])(O)=O.[Na+]. Product: [Br:1][C:2]1[N:6]2[CH:7]=[CH:8][CH:9]=[CH:10][C:5]2=[C:4]([CH2:11][N:18]2[CH2:19][CH2:20][C:15]([F:21])([F:14])[CH2:16][CH2:17]2)[N:3]=1. The catalyst class is: 344. (2) Reactant: [C:1](=[O:6])([O:4][CH3:5])OC.[H-].[Na+].[Br:9][C:10]1[CH:11]=[C:12]([C:16](=[O:18])[CH3:17])[CH:13]=[N:14][CH:15]=1. Product: [Br:9][C:10]1[CH:11]=[C:12]([C:16](=[O:18])[CH2:17][C:1]([O:4][CH3:5])=[O:6])[CH:13]=[N:14][CH:15]=1. The catalyst class is: 1. (3) Reactant: C=O.[C:3](O[BH-](OC(=O)C)OC(=O)C)(=O)C.[Na+].[Cl:17][C:18]1[CH:19]=[CH:20][C:21]([S:48]([CH2:51][CH3:52])(=[O:50])=[O:49])=[C:22]([CH:47]=1)[CH2:23][N:24]1[C:33](=[O:34])[C:32]2[C:27](=[CH:28][C:29]([CH2:39][N:40]3[CH2:45][CH2:44][NH:43][CH2:42][CH2:41]3)=[C:30]([C:35]([F:38])([F:37])[F:36])[CH:31]=2)[NH:26][C:25]1=[O:46].C(=O)(O)[O-].[Na+]. The catalyst class is: 56. Product: [Cl:17][C:18]1[CH:19]=[CH:20][C:21]([S:48]([CH2:51][CH3:52])(=[O:49])=[O:50])=[C:22]([CH:47]=1)[CH2:23][N:24]1[C:33](=[O:34])[C:32]2[C:27](=[CH:28][C:29]([CH2:39][N:40]3[CH2:45][CH2:44][N:43]([CH3:3])[CH2:42][CH2:41]3)=[C:30]([C:35]([F:38])([F:36])[F:37])[CH:31]=2)[NH:26][C:25]1=[O:46]. (4) Product: [CH2:1]([O:3][C:4](=[O:62])[CH2:5][CH2:6][NH:7][C:8]([C@:10]12[CH2:48][CH2:47][C@@H:46]([C:49]([CH2:51][N:52]([CH3:61])[C:53](=[O:60])[CH2:54][CH2:55][C:56]([O:58][CH3:59])=[O:57])=[CH2:50])[C@@H:11]1[C@@H:12]1[C@@:25]([CH3:28])([CH2:26][CH2:27]2)[C@@:24]2([CH3:29])[C@@H:15]([C@:16]3([CH3:45])[C@@H:21]([CH2:22][CH2:23]2)[C:20]([CH3:30])([CH3:31])[C:19]([C:32]2[CH:33]=[CH:34][C:35]([C:36]([OH:38])=[O:37])=[CH:43][CH:44]=2)=[CH:18][CH2:17]3)[CH2:14][CH2:13]1)=[O:9])[CH3:2]. Reactant: [CH2:1]([O:3][C:4](=[O:62])[CH2:5][CH2:6][NH:7][C:8]([C@:10]12[CH2:48][CH2:47][C@@H:46]([C:49]([CH2:51][N:52]([CH3:61])[C:53](=[O:60])[CH2:54][CH2:55][C:56]([O:58][CH3:59])=[O:57])=[CH2:50])[C@@H:11]1[C@@H:12]1[C@@:25]([CH3:28])([CH2:26][CH2:27]2)[C@@:24]2([CH3:29])[C@@H:15]([C@:16]3([CH3:45])[C@@H:21]([CH2:22][CH2:23]2)[C:20]([CH3:31])([CH3:30])[C:19]([C:32]2[CH:44]=[CH:43][C:35]([C:36]([O:38]C(C)(C)C)=[O:37])=[CH:34][CH:33]=2)=[CH:18][CH2:17]3)[CH2:14][CH2:13]1)=[O:9])[CH3:2].C(O)(C(F)(F)F)=O. The catalyst class is: 4.